Dataset: Peptide-MHC class II binding affinity with 134,281 pairs from IEDB. Task: Regression. Given a peptide amino acid sequence and an MHC pseudo amino acid sequence, predict their binding affinity value. This is MHC class II binding data. (1) The peptide sequence is QASVNGVTLIGESVK. The binding affinity (normalized) is 0.214. The MHC is DRB1_1101 with pseudo-sequence DRB1_1101. (2) The peptide sequence is EPTAAPAEPEAPAPE. The MHC is HLA-DQA10501-DQB10201 with pseudo-sequence HLA-DQA10501-DQB10201. The binding affinity (normalized) is 0.340. (3) The peptide sequence is IPIQLLPNTLVFQAK. The MHC is DRB4_0101 with pseudo-sequence DRB4_0103. The binding affinity (normalized) is 0.808. (4) The peptide sequence is AYVATVSEALRIIAG. The MHC is DRB1_1101 with pseudo-sequence DRB1_1101. The binding affinity (normalized) is 0.254. (5) The peptide sequence is MLTLFILIITSTIKA. The MHC is HLA-DQA10501-DQB10201 with pseudo-sequence HLA-DQA10501-DQB10201. The binding affinity (normalized) is 0.0996. (6) The peptide sequence is KCLVISQVSNSDSYK. The MHC is DRB1_0101 with pseudo-sequence DRB1_0101. The binding affinity (normalized) is 0.405. (7) The peptide sequence is FIFFFLFNI. The MHC is HLA-DQA10501-DQB10302 with pseudo-sequence HLA-DQA10501-DQB10302. The binding affinity (normalized) is 0.